From a dataset of Catalyst prediction with 721,799 reactions and 888 catalyst types from USPTO. Predict which catalyst facilitates the given reaction. (1) Reactant: Br[C:2]1[CH:10]=[CH:9][C:5]([C:6]([OH:8])=[O:7])=[CH:4][CH:3]=1.[C:11]1([CH3:20])[CH:16]=[CH:15][CH:14]=[C:13](B(O)O)[CH:12]=1. Product: [C:11]1([CH3:20])[CH:16]=[CH:15][CH:14]=[C:13]([C:2]2[CH:10]=[CH:9][C:5]([C:6]([OH:8])=[O:7])=[CH:4][CH:3]=2)[CH:12]=1. The catalyst class is: 713. (2) Reactant: [NH:1]1[C:9]2[C:4](=[C:5]([NH:10][C:11]3[C:16]([C:17](O)=[O:18])=[C:15]([CH3:20])[N:14]=[C:13]([S:21][CH3:22])[N:12]=3)[CH:6]=[CH:7][CH:8]=2)[CH:3]=[CH:2]1.C1C=CC2N(O)N=[N:29]C=2C=1.CCN=C=NCCCN(C)C.Cl.N. Product: [NH:1]1[C:9]2[C:4](=[C:5]([NH:10][C:11]3[C:16]([C:17]([NH2:29])=[O:18])=[C:15]([CH3:20])[N:14]=[C:13]([S:21][CH3:22])[N:12]=3)[CH:6]=[CH:7][CH:8]=2)[CH:3]=[CH:2]1. The catalyst class is: 3. (3) The catalyst class is: 64. Reactant: [Cl:1][C:2]1[CH:7]=[C:6]([C:8]([F:11])([F:10])[F:9])[CH:5]=[CH:4][C:3]=1[CH2:12][C:13]([OH:15])=[O:14].[CH2:16](N(CC)CC)C.[NH4+].[Cl-]. Product: [CH3:16][O:14][C:13](=[O:15])[CH2:12][C:3]1[CH:4]=[CH:5][C:6]([C:8]([F:11])([F:10])[F:9])=[CH:7][C:2]=1[Cl:1].